From a dataset of Reaction yield outcomes from USPTO patents with 853,638 reactions. Predict the reaction yield, written as a fraction of the theoretical maximum amount of product (1.0 means a 100% yield; for example, 0.34 means a 34% yield). The reactants are [C:1]([C:5]1[C:6]([O:34][CH3:35])=[C:7]([CH:23]=[C:24]([N:26]2[CH:31]=[CH:30][C:29](=[O:32])[NH:28][C:27]2=[O:33])[CH:25]=1)/[CH:8]=[CH:9]/[C:10]1[CH:15]=[CH:14][C:13]([NH:16][S:17]([CH3:20])(=[O:19])=[O:18])=[CH:12][C:11]=1[CH2:21][OH:22])([CH3:4])([CH3:3])[CH3:2].I(C1C=CC=CC=1C(O)=O)(=O)=O. The catalyst is CC(N(C)C)=O. The product is [C:1]([C:5]1[C:6]([O:34][CH3:35])=[C:7]([CH:23]=[C:24]([N:26]2[CH:31]=[CH:30][C:29](=[O:32])[NH:28][C:27]2=[O:33])[CH:25]=1)/[CH:8]=[CH:9]/[C:10]1[CH:15]=[CH:14][C:13]([NH:16][S:17]([CH3:20])(=[O:18])=[O:19])=[CH:12][C:11]=1[CH:21]=[O:22])([CH3:4])([CH3:2])[CH3:3]. The yield is 0.660.